Dataset: Reaction yield outcomes from USPTO patents with 853,638 reactions. Task: Predict the reaction yield, written as a fraction of the theoretical maximum amount of product (1.0 means a 100% yield; for example, 0.34 means a 34% yield). (1) The reactants are [C:1](Cl)([O:3][CH2:4][C:5]1[CH:10]=[CH:9][CH:8]=[CH:7][CH:6]=1)=[O:2].C([N:19]1[CH2:24][CH2:23][C:22]([C:28]2[CH:33]=[CH:32][CH:31]=[CH:30][CH:29]=2)([N:25]([CH3:27])[CH3:26])[CH2:21][CH2:20]1)C1C=CC=CC=1.C(=O)([O-])O.[Na+]. The catalyst is CO.C(Cl)(Cl)Cl. The product is [CH2:4]([O:3][C:1]([N:19]1[CH2:24][CH2:23][C:22]([N:25]([CH3:27])[CH3:26])([C:28]2[CH:29]=[CH:30][CH:31]=[CH:32][CH:33]=2)[CH2:21][CH2:20]1)=[O:2])[C:5]1[CH:10]=[CH:9][CH:8]=[CH:7][CH:6]=1. The yield is 0.210. (2) The reactants are [CH3:1][O:2][C:3](=[O:33])[C:4]1[CH:9]=[CH:8][C:7]([CH2:10][N:11]2[CH:15]=[C:14]([C:16]3[CH:21]=[CH:20][C:19]([Cl:22])=[CH:18][C:17]=3[Cl:23])[N:13]=[C:12]2[CH2:24][O:25][C:26]2[CH:31]=[CH:30][C:29](Br)=[CH:28][CH:27]=2)=[CH:6][CH:5]=1.[F:34][C:35]([F:47])([F:46])[O:36][C:37]1[CH:42]=[CH:41][C:40](B(O)O)=[CH:39][CH:38]=1. No catalyst specified. The product is [CH3:1][O:2][C:3](=[O:33])[C:4]1[CH:9]=[CH:8][C:7]([CH2:10][N:11]2[CH:15]=[C:14]([C:16]3[CH:21]=[CH:20][C:19]([Cl:22])=[CH:18][C:17]=3[Cl:23])[N:13]=[C:12]2[CH2:24][O:25][C:26]2[CH:31]=[CH:30][C:29]([C:40]3[CH:39]=[CH:38][C:37]([O:36][C:35]([F:34])([F:46])[F:47])=[CH:42][CH:41]=3)=[CH:28][CH:27]=2)=[CH:6][CH:5]=1. The yield is 0.430. (3) The reactants are [CH3:1][C@H:2]1[O:7][C@@H:6]([CH3:8])[CH2:5][N:4]([CH2:9][C@@H:10]([OH:29])[CH2:11][O:12][C:13]2[CH:14]=[CH:15][C:16]3[C:17]4[N:18]([CH2:26][CH2:27][N:28]=4)[C:19]([NH2:25])=[N:20][C:21]=3[C:22]=2[O:23][CH3:24])[CH2:3]1.[C:30](O)(=[O:37])[C:31]1[CH:36]=[CH:35][CH:34]=[N:33][CH:32]=1.C1CN([P+](ON2N=NC3C=CC=CC2=3)(N2CCCC2)N2CCCC2)CC1.F[P-](F)(F)(F)(F)F.C(N(CC)C(C)C)(C)C. The catalyst is CN(C=O)C. The product is [CH3:1][C@H:2]1[O:7][C@@H:6]([CH3:8])[CH2:5][N:4]([CH2:9][C@@H:10]([OH:29])[CH2:11][O:12][C:13]2[CH:14]=[CH:15][C:16]3[C:17]4[N:18]([CH2:26][CH2:27][N:28]=4)[C:19]([NH:25][C:30]([C:31]4[CH:32]=[N:33][CH:34]=[CH:35][CH:36]=4)=[O:37])=[N:20][C:21]=3[C:22]=2[O:23][CH3:24])[CH2:3]1. The yield is 0.640.